This data is from Reaction yield outcomes from USPTO patents with 853,638 reactions. The task is: Predict the reaction yield, written as a fraction of the theoretical maximum amount of product (1.0 means a 100% yield; for example, 0.34 means a 34% yield). (1) The reactants are [F:1][CH:2]([F:11])[O:3][C:4]1[CH:10]=[CH:9][C:7]([NH2:8])=[CH:6][CH:5]=1.O=[C:13]1[CH2:18][CH2:17][N:16]([C@H:19]([CH3:23])[CH2:20][C:21]#[N:22])[CH2:15][CH2:14]1.[BH-](OC(C)=O)(OC(C)=O)OC(C)=O.[Na+].C([O-])(O)=O.[Na+].[OH-].[Na+]. The catalyst is C(Cl)Cl.CC(O)=O. The product is [F:1][CH:2]([F:11])[O:3][C:4]1[CH:10]=[CH:9][C:7]([NH:8][CH:13]2[CH2:18][CH2:17][N:16]([C@H:19]([CH3:23])[CH2:20][C:21]#[N:22])[CH2:15][CH2:14]2)=[CH:6][CH:5]=1. The yield is 0.760. (2) The reactants are [F:1][C:2]([F:13])([F:12])[C:3](=O)[CH2:4][C:5](=O)[C:6]([F:9])([F:8])[F:7].Cl.[NH:15]([C:17]1[CH:25]=[CH:24][C:20]([C:21]([OH:23])=[O:22])=[CH:19][CH:18]=1)[NH2:16].[CH2:26](O)[CH3:27]. No catalyst specified. The product is [CH2:26]([O:22][C:21](=[O:23])[C:20]1[CH:19]=[CH:18][C:17]([N:15]2[C:3]([C:2]([F:13])([F:12])[F:1])=[CH:4][C:5]([C:6]([F:9])([F:8])[F:7])=[N:16]2)=[CH:25][CH:24]=1)[CH3:27]. The yield is 0.580. (3) The yield is 0.960. The catalyst is CO.[Pd]. The reactants are C([O-])=O.[NH4+].[OH:5][C:6]12[CH2:15][CH:10]3[CH2:11][CH:12]([CH2:14][CH:8]([C:9]3=O)[CH2:7]1)[CH2:13]2.C([N:19](CC)CC)C.[CH3:24][C:25]([O:28][C:29]([O:31]C(OC(C)(C)C)=O)=O)([CH3:27])[CH3:26]. The product is [C:25]([O:28][C:29](=[O:31])[NH:19][CH:9]1[CH:8]2[CH2:14][CH:12]3[CH2:13][C:6]([OH:5])([CH2:15][CH:10]1[CH2:11]3)[CH2:7]2)([CH3:27])([CH3:26])[CH3:24]. (4) The yield is 0.870. The catalyst is C(Cl)Cl. The reactants are [C:1]([N:4]1[C:12]2[C:7](=[CH:8][CH:9]=[C:10]([N:13]([CH2:24][CH2:25][CH2:26][NH:27][CH2:28][C:29]3[CH:34]=[CH:33][CH:32]=[CH:31][CH:30]=3)[C:14](=[O:23])/[CH:15]=[CH:16]/[C:17]3[CH:22]=[CH:21][CH:20]=[CH:19][CH:18]=3)[CH:11]=2)[CH2:6][CH2:5]1)(=[O:3])[CH3:2].[CH2:35](I)[CH:36]=[CH2:37].C(N(C(C)C)CC)(C)C. The product is [C:1]([N:4]1[C:12]2[C:7](=[CH:8][CH:9]=[C:10]([N:13]([CH2:24][CH2:25][CH2:26][N:27]([CH2:37][CH:36]=[CH2:35])[CH2:28][C:29]3[CH:30]=[CH:31][CH:32]=[CH:33][CH:34]=3)[C:14](=[O:23])/[CH:15]=[CH:16]/[C:17]3[CH:18]=[CH:19][CH:20]=[CH:21][CH:22]=3)[CH:11]=2)[CH2:6][CH2:5]1)(=[O:3])[CH3:2].